Dataset: Forward reaction prediction with 1.9M reactions from USPTO patents (1976-2016). Task: Predict the product of the given reaction. The product is: [CH2:4]=[C:5]1[C:10]2([CH2:12][CH2:11]2)[O:9][C@@H:8]([C:13]2[CH:18]=[CH:17][N:16]=[CH:15][C:14]=2[N+:19]([O-:21])=[O:20])[CH2:7][C:6]1=[O:22]. Given the reactants CN([CH2:4][CH:5]1[C:10]2([CH2:12][CH2:11]2)[O:9][CH:8]([C:13]2[CH:18]=[CH:17][N:16]=[CH:15][C:14]=2[N+:19]([O-:21])=[O:20])[CH2:7][C:6]1=[O:22])C.CI.C([O-])(O)=O.[Na+], predict the reaction product.